From a dataset of Forward reaction prediction with 1.9M reactions from USPTO patents (1976-2016). Predict the product of the given reaction. (1) Given the reactants CN([CH:4]=[C:5]1[C:11](=O)[C:10]2[CH:13]=[C:14]([CH3:18])[C:15]([CH3:17])=[CH:16][C:9]=2[NH:8][C:7](=[O:19])[CH2:6]1)C.[NH:20]1[C:28]2[C:23](=[CH:24][CH:25]=[CH:26][CH:27]=2)[C:22]([CH2:29][C:30]([NH2:32])=[NH:31])=[CH:21]1, predict the reaction product. The product is: [NH:20]1[C:28]2[C:23](=[CH:24][CH:25]=[CH:26][CH:27]=2)[C:22]([CH2:29][C:30]2[N:32]=[CH:4][C:5]3[CH2:6][C:7](=[O:19])[NH:8][C:9]4[CH:16]=[C:15]([CH3:17])[C:14]([CH3:18])=[CH:13][C:10]=4[C:11]=3[N:31]=2)=[CH:21]1. (2) Given the reactants [Cl:1][C:2]1[S:6][C:5]([C:7]([NH:9][CH2:10][C:11]2[N:12]=[N:13][N:14]([C:16]3[CH:21]=[CH:20][C:19]([NH:22][CH3:23])=[CH:18][CH:17]=3)[CH:15]=2)=[O:8])=[CH:4][CH:3]=1.C(=O)([O-])[O-].[CH3:28][N:29]([CH3:34])[CH2:30][C:31](O)=[O:32].O=P(Cl)(Cl)Cl, predict the reaction product. The product is: [Cl:1][C:2]1[S:6][C:5]([C:7]([NH:9][CH2:10][C:11]2[N:12]=[N:13][N:14]([C:16]3[CH:21]=[CH:20][C:19]([N:22]([CH3:23])[C:31](=[O:32])[CH2:30][N:29]([CH3:34])[CH3:28])=[CH:18][CH:17]=3)[CH:15]=2)=[O:8])=[CH:4][CH:3]=1.